Regression. Given two drug SMILES strings and cell line genomic features, predict the synergy score measuring deviation from expected non-interaction effect. From a dataset of NCI-60 drug combinations with 297,098 pairs across 59 cell lines. (1) Drug 1: C1=CC(=CC=C1CCC2=CNC3=C2C(=O)NC(=N3)N)C(=O)NC(CCC(=O)O)C(=O)O. Drug 2: CCC1(C2=C(COC1=O)C(=O)N3CC4=CC5=C(C=CC(=C5CN(C)C)O)N=C4C3=C2)O.Cl. Cell line: A549. Synergy scores: CSS=41.8, Synergy_ZIP=-8.83, Synergy_Bliss=-3.00, Synergy_Loewe=-0.868, Synergy_HSA=-0.390. (2) Drug 1: CC1C(C(=O)NC(C(=O)N2CCCC2C(=O)N(CC(=O)N(C(C(=O)O1)C(C)C)C)C)C(C)C)NC(=O)C3=C4C(=C(C=C3)C)OC5=C(C(=O)C(=C(C5=N4)C(=O)NC6C(OC(=O)C(N(C(=O)CN(C(=O)C7CCCN7C(=O)C(NC6=O)C(C)C)C)C)C(C)C)C)N)C. Drug 2: CC(C)(C#N)C1=CC(=CC(=C1)CN2C=NC=N2)C(C)(C)C#N. Cell line: NCI-H322M. Synergy scores: CSS=8.61, Synergy_ZIP=-2.26, Synergy_Bliss=-0.0949, Synergy_Loewe=0.476, Synergy_HSA=0.391. (3) Drug 1: COC1=CC(=CC(=C1O)OC)C2C3C(COC3=O)C(C4=CC5=C(C=C24)OCO5)OC6C(C(C7C(O6)COC(O7)C8=CC=CS8)O)O. Drug 2: CC(C)CN1C=NC2=C1C3=CC=CC=C3N=C2N. Cell line: SK-MEL-2. Synergy scores: CSS=45.6, Synergy_ZIP=2.54, Synergy_Bliss=1.76, Synergy_Loewe=-12.6, Synergy_HSA=1.10. (4) Drug 1: COC1=CC(=CC(=C1O)OC)C2C3C(COC3=O)C(C4=CC5=C(C=C24)OCO5)OC6C(C(C7C(O6)COC(O7)C8=CC=CS8)O)O. Drug 2: CC1=C2C(C(=O)C3(C(CC4C(C3C(C(C2(C)C)(CC1OC(=O)C(C(C5=CC=CC=C5)NC(=O)OC(C)(C)C)O)O)OC(=O)C6=CC=CC=C6)(CO4)OC(=O)C)O)C)O. Cell line: CCRF-CEM. Synergy scores: CSS=66.8, Synergy_ZIP=-0.698, Synergy_Bliss=-0.945, Synergy_Loewe=0.377, Synergy_HSA=1.51.